From a dataset of Full USPTO retrosynthesis dataset with 1.9M reactions from patents (1976-2016). Predict the reactants needed to synthesize the given product. (1) Given the product [CH3:1][O:2][C:3]1([C:11]([F:12])([F:13])[F:14])[CH2:4][CH2:5][CH:6]([CH:9]=[O:10])[CH2:7][CH2:8]1, predict the reactants needed to synthesize it. The reactants are: [CH3:1][O:2][C:3]1([C:11]([F:14])([F:13])[F:12])[CH2:8][CH2:7][CH:6]([CH2:9][OH:10])[CH2:5][CH2:4]1.C1C=C[NH+]=CC=1.[O-][Cr](Cl)(=O)=O. (2) Given the product [C:28]([O:32][C:33](=[O:41])[NH:34][CH:35]1[CH2:40][CH2:39][N:38]([CH2:23][C:21]2[CH:20]=[CH:19][C:18]([N+:25]([O-:27])=[O:26])=[C:17]([NH:16][C:10]3[S:11][C:12]([C:13](=[O:14])[NH2:15])=[C:8]([C:4]4[CH:5]=[CH:6][CH:7]=[C:2]([Cl:1])[CH:3]=4)[N:9]=3)[CH:22]=2)[CH2:37][CH2:36]1)([CH3:31])([CH3:29])[CH3:30], predict the reactants needed to synthesize it. The reactants are: [Cl:1][C:2]1[CH:3]=[C:4]([C:8]2[N:9]=[C:10]([NH:16][C:17]3[CH:22]=[C:21]([CH:23]=O)[CH:20]=[CH:19][C:18]=3[N+:25]([O-:27])=[O:26])[S:11][C:12]=2[C:13]([NH2:15])=[O:14])[CH:5]=[CH:6][CH:7]=1.[C:28]([O:32][C:33](=[O:41])[NH:34][CH:35]1[CH2:40][CH2:39][NH:38][CH2:37][CH2:36]1)([CH3:31])([CH3:30])[CH3:29].C([BH3-])#N.[Na+].